This data is from Peptide-MHC class I binding affinity with 185,985 pairs from IEDB/IMGT. The task is: Regression. Given a peptide amino acid sequence and an MHC pseudo amino acid sequence, predict their binding affinity value. This is MHC class I binding data. (1) The peptide sequence is QQFELIDNEF. The MHC is HLA-A24:02 with pseudo-sequence HLA-A24:02. The binding affinity (normalized) is 0.319. (2) The peptide sequence is CTFMIITSTK. The MHC is HLA-B35:01 with pseudo-sequence HLA-B35:01. The binding affinity (normalized) is 0. (3) The peptide sequence is VERRLVKVL. The MHC is HLA-A01:01 with pseudo-sequence HLA-A01:01. The binding affinity (normalized) is 0.0847. (4) The peptide sequence is IMSLFSTSA. The MHC is HLA-B15:03 with pseudo-sequence HLA-B15:03. The binding affinity (normalized) is 0.812. (5) The peptide sequence is QRHPNFPSK. The MHC is HLA-A26:01 with pseudo-sequence HLA-A26:01. The binding affinity (normalized) is 0.0847. (6) The binding affinity (normalized) is 0.582. The peptide sequence is KAVEKGKNW. The MHC is HLA-B58:01 with pseudo-sequence HLA-B58:01.